Predict the product of the given reaction. From a dataset of Forward reaction prediction with 1.9M reactions from USPTO patents (1976-2016). (1) Given the reactants [CH3:1][S:2]([OH:5])(=[O:4])=[O:3].[C:6]([CH2:8][NH:9][C:10](=[O:20])[CH2:11][NH:12]C(=O)OC(C)(C)C)#[N:7], predict the reaction product. The product is: [CH3:1][S:2]([OH:5])(=[O:4])=[O:3].[NH2:12][CH2:11][C:10]([NH:9][CH2:8][C:6]#[N:7])=[O:20]. (2) Given the reactants [C:1]([O:5][C:6](=[O:13])[NH:7][C@@H:8]1[CH2:12][CH2:11][NH:10][CH2:9]1)([CH3:4])([CH3:3])[CH3:2].Cl[CH2:15][C:16](Cl)=[O:17].[NH:19]1[CH2:24][CH2:23][CH:22]([OH:25])[CH2:21][CH2:20]1, predict the reaction product. The product is: [C:1]([O:5][C:6](=[O:13])[NH:7][C@@H:8]1[CH2:12][CH2:11][N:10]([C:16](=[O:17])[CH2:15][N:19]2[CH2:24][CH2:23][CH:22]([OH:25])[CH2:21][CH2:20]2)[CH2:9]1)([CH3:4])([CH3:2])[CH3:3]. (3) Given the reactants [S:1](Cl)(Cl)=O.[Cl:5][C:6]1[CH:11]=[CH:10][C:9]([CH2:12][CH2:13][CH:14](O)[CH2:15][N:16]2[CH:20]=[CH:19][N:18]=[CH:17]2)=[CH:8][CH:7]=1.[Cl:22][C:23]1[CH:28]=C[C:26](CCC(Cl)CN2C=CN=C2)=[CH:25][CH:24]=1.Cl[CH2:40][Cl:41], predict the reaction product. The product is: [Cl:5][C:6]1[CH:11]=[CH:10][C:9]([CH2:12][CH2:13][CH:14]([S:1][C:28]2[C:23]([Cl:22])=[CH:24][CH:25]=[CH:26][C:40]=2[Cl:41])[CH2:15][N:16]2[CH:20]=[CH:19][N:18]=[CH:17]2)=[CH:8][CH:7]=1. (4) Given the reactants C([O:3][C:4](=O)[CH2:5][C:6]1[CH:11]=[C:10]([N:12]2[CH2:17][CH2:16][N:15]([CH3:18])[CH2:14][CH2:13]2)[CH:9]=[CH:8][C:7]=1[N+:19]([O-:21])=[O:20])C.[NH4+:23].[OH-], predict the reaction product. The product is: [CH3:18][N:15]1[CH2:16][CH2:17][N:12]([C:10]2[CH:9]=[CH:8][C:7]([N+:19]([O-:21])=[O:20])=[C:6]([CH2:5][C:4]([NH2:23])=[O:3])[CH:11]=2)[CH2:13][CH2:14]1. (5) Given the reactants [CH2:1]([N:8]1[CH2:14][CH2:13][O:12][C:11]2[CH:15]=[CH:16][C:17]([C:19](OC)=[O:20])=[CH:18][C:10]=2[S:9]1(=[O:24])=[O:23])[C:2]1[CH:7]=[CH:6][CH:5]=[CH:4][CH:3]=1.[OH-:25].[Na+].[NH2:27]O.Cl, predict the reaction product. The product is: [CH2:1]([N:8]1[CH2:14][CH2:13][O:12][C:11]2[CH:15]=[CH:16][C:17]([C:19]([NH:27][OH:25])=[O:20])=[CH:18][C:10]=2[S:9]1(=[O:24])=[O:23])[C:2]1[CH:7]=[CH:6][CH:5]=[CH:4][CH:3]=1. (6) Given the reactants [CH3:1][C:2]1[C:11]2[O:10][CH2:9][C:8](=[O:12])[NH:7][C:6]=2[CH:5]=[C:4]([C:13]2[CH:14]=[C:15]([CH:22]=[CH:23][CH:24]=2)[CH2:16]OS(C)(=O)=O)[CH:3]=1.[NH:25]1[CH:29]=[CH:28][CH:27]=[N:26]1, predict the reaction product. The product is: [CH3:1][C:2]1[C:11]2[O:10][CH2:9][C:8](=[O:12])[NH:7][C:6]=2[CH:5]=[C:4]([C:13]2[CH:24]=[CH:23][CH:22]=[C:15]([CH2:16][N:25]3[CH:29]=[CH:28][CH:27]=[N:26]3)[CH:14]=2)[CH:3]=1. (7) Given the reactants [CH3:1][C:2]1([CH3:22])[C:10]2=[CH:11][C:12]3[NH:13][C:14]4[C:19]([C:20]=3[CH:21]=[C:9]2[C:8]2[C:3]1=[CH:4][CH:5]=[CH:6][CH:7]=2)=[CH:18][CH:17]=[CH:16][CH:15]=4.C1C(=O)N([Br:30])C(=O)C1.O, predict the reaction product. The product is: [Br:30][C:17]1[CH:18]=[C:19]2[C:14](=[CH:15][CH:16]=1)[NH:13][C:12]1[CH:11]=[C:10]3[C:2]([CH3:22])([CH3:1])[C:3]4[C:8]([C:9]3=[CH:21][C:20]2=1)=[CH:7][CH:6]=[CH:5][CH:4]=4. (8) Given the reactants [NH2:1][C:2]1[C:11]2[CH:10]=[CH:9][CH:8]=[C:7](Br)[C:6]=2[N:5]=[C:4]2[CH2:13][N:14]([CH:17]3[CH2:20][CH2:19][CH2:18]3)[C:15](=[O:16])[C:3]=12.[CH3:21][O:22][C:23]1[N:28]=[CH:27][C:26](B2OC(C)(C)C(C)(C)O2)=[C:25]([O:38][CH3:39])[N:24]=1, predict the reaction product. The product is: [NH2:1][C:2]1[C:11]2[CH:10]=[CH:9][CH:8]=[C:7]([C:26]3[C:25]([O:38][CH3:39])=[N:24][C:23]([O:22][CH3:21])=[N:28][CH:27]=3)[C:6]=2[N:5]=[C:4]2[CH2:13][N:14]([CH:17]3[CH2:20][CH2:19][CH2:18]3)[C:15](=[O:16])[C:3]=12. (9) Given the reactants C(OC([NH:8][C@@H:9]([CH2:13][C:14]1[CH:19]=[CH:18][C:17]([O:20][CH2:21][C:22]#[CH:23])=[CH:16][CH:15]=1)[C:10](O)=[O:11])=O)(C)(C)C.C1N=CN(C(N2C=NC=C2)=O)C=1.[CH3:36][S:37]([NH2:40])(=[O:39])=[O:38].C1CCN2C(=NCCC2)CC1, predict the reaction product. The product is: [NH2:8][C@@H:9]([CH2:13][C:14]1[CH:19]=[CH:18][C:17]([O:20][CH2:21][C:22]#[CH:23])=[CH:16][CH:15]=1)[C:10]([NH:40][S:37]([CH3:36])(=[O:39])=[O:38])=[O:11]. (10) Given the reactants [Cl:1][C:2]1[N:11]=[CH:10][C:9]2[N:8]([CH2:12][C:13]([OH:15])=O)[CH2:7][C@@H:6]3[CH2:16][O:17][CH2:18][CH2:19][N:5]3[C:4]=2[N:3]=1.CN(C(ON1N=NC2[CH:31]=[CH:32][CH:33]=[N:34]C1=2)=[N+](C)C)C.F[P-](F)(F)(F)(F)F.C1(N)CC1.C(N(CC)CC)C, predict the reaction product. The product is: [Cl:1][C:2]1[N:11]=[CH:10][C:9]2[N:8]([CH2:12][C:13]([NH:34][CH:33]3[CH2:31][CH2:32]3)=[O:15])[CH2:7][C@@H:6]3[CH2:16][O:17][CH2:18][CH2:19][N:5]3[C:4]=2[N:3]=1.